Dataset: Blood-brain barrier penetration binary classification data from Martins et al.. Task: Regression/Classification. Given a drug SMILES string, predict its absorption, distribution, metabolism, or excretion properties. Task type varies by dataset: regression for continuous measurements (e.g., permeability, clearance, half-life) or binary classification for categorical outcomes (e.g., BBB penetration, CYP inhibition). Dataset: bbb_martins. (1) The result is 1 (penetrates BBB). The compound is COc1ccc(Cn2c(C)c(CCN)c3cc(O)ccc32)cc1. (2) The molecule is CC(C)(Oc1ccccc1)C(=O)N[C@@H]1C(=O)N2[C@@H](C(=O)O)C(C)(C)S[C@H]12. The result is 0 (does not penetrate BBB). (3) The drug is CCC(=O)Nc1ccc(O)cc1. The result is 1 (penetrates BBB). (4) The compound is CC(=O)O.CN1CCc2cc(Cl)c(O)cc2[C@@H](c2cccc3c2OCC3)C1. The result is 1 (penetrates BBB). (5) The drug is CO[C@H]1CC[C@H]2[C@H]3Cc4ccc(O)c5c4[C@@]2(CCN3C)[C@H]1O5. The result is 1 (penetrates BBB). (6) The result is 1 (penetrates BBB). The compound is CCCCn1c(=O)c2c(ncn2CC(C)=O)n(CCCC)c1=O. (7) The drug is C=CCC(N)Cc1ccccc1. The result is 1 (penetrates BBB). (8) The compound is CN1C(=O)C(O)N=C(c2ccccc2Cl)c2cc(Cl)ccc21. The result is 1 (penetrates BBB). (9) The result is 1 (penetrates BBB). The compound is Cc1nnc2n1-c1sc(Br)cc1C(c1ccccc1Cl)=NC2.